Dataset: Cav3 T-type calcium channel HTS with 100,875 compounds. Task: Binary Classification. Given a drug SMILES string, predict its activity (active/inactive) in a high-throughput screening assay against a specified biological target. (1) The drug is S=C(NCC1Oc2c(OC1)cccc2)NCc1ccccc1. The result is 1 (active). (2) The drug is Oc1c(CC(=O)NCCCC)c(=O)[nH]c2c1cccc2. The result is 0 (inactive). (3) The compound is O(c1ccc(c2c(n(nc2C)Cc2ccccc2)N)cc1)C. The result is 0 (inactive). (4) The compound is O1C(CCC1)C(=O)N1CCCN(CC1)c1nc2c(cc1C#N)ccc(c2)C. The result is 0 (inactive).